Dataset: Full USPTO retrosynthesis dataset with 1.9M reactions from patents (1976-2016). Task: Predict the reactants needed to synthesize the given product. (1) Given the product [C:1]([SH:9])(=[S:8])[C:2]1[CH:7]=[CH:6][CH:5]=[CH:4][CH:3]=1.[C:20]([CH:13]([CH3:19])[CH2:14][CH2:15][C:16]([OH:18])=[O:17])#[N:21], predict the reactants needed to synthesize it. The reactants are: [C:1]([S-:9])(=[S:8])[C:2]1[CH:7]=[CH:6][CH:5]=[CH:4][CH:3]=1.[Na+].N([C:13]([C:20]#[N:21])([CH3:19])[CH2:14][CH2:15][C:16]([OH:18])=[O:17])=N[C:13]([C:20]#[N:21])([CH3:19])[CH2:14][CH2:15][C:16]([OH:18])=[O:17].C(SSC(=S)C1C=CC=CC=1)(=S)C1C=CC=CC=1. (2) Given the product [Cl:1][C:2]1[CH:3]=[CH:4][C:5]([O:10][CH3:11])=[C:6]([CH2:8][Cl:14])[CH:7]=1, predict the reactants needed to synthesize it. The reactants are: [Cl:1][C:2]1[CH:3]=[CH:4][C:5]([O:10][CH3:11])=[C:6]([CH2:8]O)[CH:7]=1.S(Cl)([Cl:14])=O. (3) Given the product [Cl:26][C:21]1[CH:20]=[C:19]([C:13]2([C:15]([F:17])([F:18])[F:16])[CH2:12][N:11]=[C:10]([C:7]3[CH:8]=[CH:9][C:4]([CH:3]=[O:2])=[C:5]([Cl:27])[CH:6]=3)[CH2:14]2)[CH:24]=[C:23]([Cl:25])[CH:22]=1, predict the reactants needed to synthesize it. The reactants are: C[O:2][C:3](=O)[C:4]1[CH:9]=[CH:8][C:7]([C:10]2[CH2:14][C:13]([C:19]3[CH:24]=[C:23]([Cl:25])[CH:22]=[C:21]([Cl:26])[CH:20]=3)([C:15]([F:18])([F:17])[F:16])[CH2:12][N:11]=2)=[CH:6][C:5]=1[Cl:27].CC(C[AlH]CC(C)C)C.CO. (4) Given the product [CH:15]([O:12][C:9]1[CH:10]=[CH:11][C:6]([N+:3]([O-:5])=[O:4])=[CH:7][C:8]=1[OH:13])([CH3:17])[CH3:16], predict the reactants needed to synthesize it. The reactants are: [OH-].[Na+].[N+:3]([C:6]1[CH:7]=[C:8]([OH:13])[C:9]([OH:12])=[CH:10][CH:11]=1)([O-:5])=[O:4].I[CH:15]([CH3:17])[CH3:16]. (5) Given the product [CH2:1]=[O:7].[C:8]1([OH:9])[CH:15]=[CH:14][CH:13]=[CH:11][CH:10]=1, predict the reactants needed to synthesize it. The reactants are: [C:1]1([OH:7])C=CC=CC=1.[C:8]1([CH:15]=[CH:14][CH:13]=[C:11](O)[CH:10]=1)[OH:9].C1(C=CC(O)=CC=1)O.OC1C=CC(C(C2C=CC(O)=CC=2)(C)C)=CC=1.BrC1C=C(C(C2C=C(Br)C(O)=C(Br)C=2)(C)C)C=C(Br)C=1O.C1C(O)=CC=C(S(C2C=CC(O)=CC=2)(=O)=O)C=1. (6) Given the product [N:32]1([CH2:31][CH2:30][CH2:29][N:2]2[CH2:3][CH2:4][CH2:5][C:6]3[CH:11]=[C:10]([O:12][C:13]4[CH:21]=[CH:20][C:16]([C:17]([NH2:19])=[O:18])=[CH:15][N:14]=4)[CH:9]=[CH:8][C:7]=3[CH2:1]2)[CH2:37][CH2:36][O:35][CH2:34][CH2:33]1, predict the reactants needed to synthesize it. The reactants are: [CH2:1]1[C:7]2[CH:8]=[CH:9][C:10]([O:12][C:13]3[CH:21]=[CH:20][C:16]([C:17]([NH2:19])=[O:18])=[CH:15][N:14]=3)=[CH:11][C:6]=2[CH2:5][CH2:4][CH2:3][NH:2]1.C([O-])([O-])=O.[K+].[K+].Cl[CH2:29][CH2:30][CH2:31][N:32]1[CH2:37][CH2:36][O:35][CH2:34][CH2:33]1.C(OCC)(=O)C. (7) Given the product [Br:26][C:16]1[C:15]([C@@H:13]2[CH2:12][O:14]2)=[C:24]([CH3:25])[CH:23]=[C:22]2[C:17]=1[CH:18]=[CH:19][CH:20]=[N:21]2, predict the reactants needed to synthesize it. The reactants are: CC1C=CC(S(O[CH2:12][C@@H:13]([C:15]2[C:16]([Br:26])=[C:17]3[C:22](=[CH:23][C:24]=2[CH3:25])[N:21]=[CH:20][CH:19]=[CH:18]3)[OH:14])(=O)=O)=CC=1.CC(C)([O-])C.[K+]. (8) Given the product [CH3:50][O:51][C:52](=[O:78])[C@@H:53]([NH:62][C:63]1[CH:68]=[CH:67][CH:66]=[CH:65][C:64]=1[C:39](=[O:40])[C:32]1[CH:33]=[CH:34][CH:35]=[CH:36][CH:37]=1)[CH2:54][C:55]1[CH:56]=[CH:57][C:58]([O:18][CH2:17][CH2:16][N:5]2[C:4]3[CH:3]=[C:2]([Cl:1])[CH:15]=[CH:14][C:13]=3[S:12][C:11]3[C:6]2=[CH:7][CH:8]=[CH:9][CH:10]=3)=[CH:59][CH:60]=1, predict the reactants needed to synthesize it. The reactants are: [Cl:1][C:2]1[CH:15]=[CH:14][C:13]2[S:12][C:11]3[C:6](=[CH:7][CH:8]=[CH:9][CH:10]=3)[N:5]([CH2:16][CH2:17][OH:18])[C:4]=2[CH:3]=1.[C:32]1(P([C:32]2[CH:37]=[CH:36][CH:35]=[CH:34][CH:33]=2)[C:32]2[CH:37]=[CH:36][CH:35]=[CH:34][CH:33]=2)[CH:37]=[CH:36][CH:35]=[CH:34][CH:33]=1.C[CH2:39][O:40]C(/N=N/C(OCC)=O)=O.[CH3:50][O:51][C:52](=[O:78])[C@@H:53]([NH:62][C:63]1[CH:68]=[CH:67][CH:66]=[CH:65][C:64]=1OC(=O)C1C=CC=CC=1)[CH2:54][C:55]1[CH:60]=[CH:59][C:58](O)=[CH:57][CH:56]=1.